The task is: Predict the reactants needed to synthesize the given product.. This data is from Full USPTO retrosynthesis dataset with 1.9M reactions from patents (1976-2016). (1) The reactants are: [C:1]([C@@H:3]([NH:5][C:6](=[O:12])OC(C)(C)C)[CH3:4])#[N:2].[CH2:13]([O:20][C:21]1[CH:22]=[C:23]([CH:34]=[CH:35][CH:36]=1)[O:24][C:25]1[CH:33]=[CH:32][C:28](C(O)=O)=[CH:27][CH:26]=1)[C:14]1[CH:19]=[CH:18][CH:17]=[CH:16][CH:15]=1. Given the product [CH2:13]([O:20][C:21]1[CH:22]=[C:23]([CH:34]=[CH:35][CH:36]=1)[O:24][C:25]1[CH:26]=[CH:27][C:28]([C:6]([NH:5][C@H:3]([C:1]#[N:2])[CH3:4])=[O:12])=[CH:32][CH:33]=1)[C:14]1[CH:15]=[CH:16][CH:17]=[CH:18][CH:19]=1, predict the reactants needed to synthesize it. (2) The reactants are: [Br:1][C:2]1[CH:3]=[CH:4][C:5]([N+:15]([O-])=O)=[C:6]([NH:8][CH:9]2[CH2:14][CH2:13][O:12][CH2:11][CH2:10]2)[CH:7]=1.[NH4+].[Cl-]. Given the product [Br:1][C:2]1[CH:7]=[C:6]([NH:8][CH:9]2[CH2:10][CH2:11][O:12][CH2:13][CH2:14]2)[C:5]([NH2:15])=[CH:4][CH:3]=1, predict the reactants needed to synthesize it. (3) The reactants are: C(Cl)(=O)C(Cl)=O.CS(C)=O.[Br:11][C:12]1[CH:17]=[CH:16][CH:15]=[CH:14][C:13]=1[CH:18]([C:20]1[CH:25]=[CH:24][C:23]([Cl:26])=[CH:22][CH:21]=1)[OH:19].CCN(CC)CC. Given the product [Br:11][C:12]1[CH:17]=[CH:16][CH:15]=[CH:14][C:13]=1[C:18]([C:20]1[CH:21]=[CH:22][C:23]([Cl:26])=[CH:24][CH:25]=1)=[O:19], predict the reactants needed to synthesize it. (4) Given the product [ClH:26].[N:1]12[CH2:9][CH2:8][CH:5]([CH2:6][CH2:7]1)[N:4]([C:10]1[CH:15]=[CH:14][C:13]([NH:16][C:24](=[O:25])[C:23]3[CH:22]=[CH:21][C:20]([N+:17]([O-:19])=[O:18])=[CH:28][CH:27]=3)=[CH:12][CH:11]=1)[CH2:3][CH2:2]2, predict the reactants needed to synthesize it. The reactants are: [N:1]12[CH2:9][CH2:8][CH:5]([CH2:6][CH2:7]1)[N:4]([C:10]1[CH:15]=[CH:14][C:13]([NH2:16])=[CH:12][CH:11]=1)[CH2:3][CH2:2]2.[N+:17]([C:20]1[CH:28]=[CH:27][C:23]([C:24]([Cl:26])=[O:25])=[CH:22][CH:21]=1)([O-:19])=[O:18]. (5) Given the product [F:42][CH:40]([F:41])[C:32]1[N:31]([C:21]2[N:20]=[C:19]([C:16]3[CH:17]=[CH:18][C:13]([C:10](=[O:11])[NH:71][CH2:70][CH2:69][N:68]([CH3:72])[CH3:67])=[CH:14][CH:15]=3)[CH:24]=[C:23]([N:25]3[CH2:30][CH2:29][O:28][CH2:27][CH2:26]3)[N:22]=2)[C:35]2[CH:36]=[CH:37][CH:38]=[CH:39][C:34]=2[N:33]=1, predict the reactants needed to synthesize it. The reactants are: C(N(C(C)C)CC)(C)C.[C:10]([C:13]1[CH:18]=[CH:17][C:16]([C:19]2[CH:24]=[C:23]([N:25]3[CH2:30][CH2:29][O:28][CH2:27][CH2:26]3)[N:22]=[C:21]([N:31]3[C:35]4[CH:36]=[CH:37][CH:38]=[CH:39][C:34]=4[N:33]=[C:32]3[CH:40]([F:42])[F:41])[N:20]=2)=[CH:15][CH:14]=1)(O)=[O:11].F[P-](F)(F)(F)(F)F.N1(OC(N(C)C)=[N+](C)C)C2N=CC=CC=2N=N1.[CH3:67][N:68]([CH3:72])[CH2:69][CH2:70][NH2:71]. (6) Given the product [Br:14][C:2]1[CH:3]=[CH:4][C:5]2[O:6][C:7]3[CH:13]=[CH:12][CH:11]=[CH:10][C:8]=3[C:9]=2[CH:1]=1, predict the reactants needed to synthesize it. The reactants are: [CH:1]1[C:9]2[C:8]3[CH:10]=[CH:11][CH:12]=[CH:13][C:7]=3[O:6][C:5]=2[CH:4]=[CH:3][CH:2]=1.[Br:14]Br.